Dataset: Forward reaction prediction with 1.9M reactions from USPTO patents (1976-2016). Task: Predict the product of the given reaction. The product is: [CH3:1][O:2][C:3](=[O:16])[C:4]1[CH:9]=[CH:8][C:7]([CH:10]=[N:18][OH:19])=[CH:6][C:5]=1[C:12]([F:15])([F:14])[F:13]. Given the reactants [CH3:1][O:2][C:3](=[O:16])[C:4]1[CH:9]=[CH:8][C:7]([CH:10]=O)=[CH:6][C:5]=1[C:12]([F:15])([F:14])[F:13].Cl.[NH2:18][OH:19].C(N(CC)CC)C, predict the reaction product.